This data is from Catalyst prediction with 721,799 reactions and 888 catalyst types from USPTO. The task is: Predict which catalyst facilitates the given reaction. (1) Reactant: [Br:1][C:2]1[CH:7]=[CH:6][C:5]([C:8]2[C:12]3[CH:13]=[CH:14][C:15]([C:17]#[C:18][CH2:19]CO)=[CH:16][C:11]=3[S:10][N:9]=2)=[CH:4][CH:3]=1.[CH3:22][CH2:23][N:24]([CH:28](C)C)[CH:25](C)C.FC(F)(F)S(OS(C(F)(F)F)(=O)=O)(=O)=O.[CH3:46][O:47]CCNC. Product: [Br:1][C:2]1[CH:7]=[CH:6][C:5]([C:8]2[C:12]3[CH:13]=[CH:14][C:15]([C:17]#[C:18][CH2:19][CH2:25][N:24]([CH2:23][CH2:22][O:47][CH3:46])[CH3:28])=[CH:16][C:11]=3[S:10][N:9]=2)=[CH:4][CH:3]=1. The catalyst class is: 2. (2) Reactant: [Cl:1][C:2]1[CH:7]=[CH:6][CH:5]=[CH:4][C:3]=1[S:8](Cl)(=[O:10])=[O:9].[N:12]1C=CC=CC=1.[NH2:18][C:19]1[CH:20]=[C:21]([N:28]2[CH2:33][CH2:32][CH:31](NC(=O)OC(C)(C)C)[CH2:30][CH2:29]2)[C:22]2[O:26][CH:25]=[CH:24][C:23]=2[CH:27]=1. Product: [ClH:1].[NH2:12][CH:33]1[CH2:32][CH2:31][CH2:30][CH2:29][N:28]1[C:21]1[C:22]2[O:26][CH:25]=[CH:24][C:23]=2[CH:27]=[C:19]([NH:18][S:8]([C:3]2[CH:4]=[CH:5][CH:6]=[CH:7][C:2]=2[Cl:1])(=[O:10])=[O:9])[CH:20]=1. The catalyst class is: 2.